Dataset: Full USPTO retrosynthesis dataset with 1.9M reactions from patents (1976-2016). Task: Predict the reactants needed to synthesize the given product. (1) Given the product [CH2:16]([O:18][C:19]1[CH:20]=[C:21]([C@H:27]([N:33]2[CH2:13][C:5]3[C:4](=[C:9]([N+:10]([O-:12])=[O:11])[CH:8]=[CH:7][CH:6]=3)[C:3]2=[O:15])[CH2:28][S:29]([CH3:32])(=[O:31])=[O:30])[CH:22]=[CH:23][C:24]=1[O:25][CH3:26])[CH3:17], predict the reactants needed to synthesize it. The reactants are: CO[C:3](=[O:15])[C:4]1[C:9]([N+:10]([O-:12])=[O:11])=[CH:8][CH:7]=[CH:6][C:5]=1[CH2:13]Br.[CH2:16]([O:18][C:19]1[CH:20]=[C:21]([C@H:27]([NH2:33])[CH2:28][S:29]([CH3:32])(=[O:31])=[O:30])[CH:22]=[CH:23][C:24]=1[O:25][CH3:26])[CH3:17].C(N(CC)CC)C. (2) Given the product [NH2:1][CH2:2][CH2:3][CH2:4][CH2:5][CH2:6][C:7]([O:9][CH3:16])=[O:8], predict the reactants needed to synthesize it. The reactants are: [NH2:1][CH2:2][CH2:3][CH2:4][CH2:5][CH2:6][C:7]([OH:9])=[O:8].S(=O)(=O)(O)O.O.[CH3:16]O. (3) Given the product [F:18][C:19]1[CH:20]=[C:21]([C:26]2[O:30][N:29]=[C:28]([C:31]([N:10]3[CH2:9][C@H:8]([C:11]4[CH:12]=[CH:13][CH:14]=[CH:15][CH:16]=4)[NH:7][C:6](=[O:17])[C@@H:5]3[CH2:1][CH:2]([CH3:4])[CH3:3])=[O:32])[CH:27]=2)[CH:22]=[CH:23][C:24]=1[F:25], predict the reactants needed to synthesize it. The reactants are: [CH2:1]([C@@H:5]1[NH:10][CH2:9][C@H:8]([C:11]2[CH:16]=[CH:15][CH:14]=[CH:13][CH:12]=2)[NH:7][C:6]1=[O:17])[CH:2]([CH3:4])[CH3:3].[F:18][C:19]1[CH:20]=[C:21]([C:26]2[O:30][N:29]=[C:28]([C:31](O)=[O:32])[CH:27]=2)[CH:22]=[CH:23][C:24]=1[F:25].C([C@@H]1N(C(=O)/C=C/C2C=CC=CC=2)C[C@H](CC(C)C)NC1=O)C(C)C. (4) Given the product [Br:1][C:2]1[CH:3]=[C:4]2[C:13](=[CH:14][C:15]=1[F:16])[CH:12]1[CH2:11][CH:10]([CH2:17]1)[N:9]1[C:5]2=[N:6][C:7]([C:18]([OH:20])=[O:19])=[CH:8]1, predict the reactants needed to synthesize it. The reactants are: [Br:1][C:2]1[CH:3]=[C:4]2[C:13](=[CH:14][C:15]=1[F:16])[CH:12]1[CH2:17][CH:10]([CH2:11]1)[N:9]1[C:5]2=[N:6][C:7]([C:18]([O:20]C)=[O:19])=[CH:8]1.